This data is from Full USPTO retrosynthesis dataset with 1.9M reactions from patents (1976-2016). The task is: Predict the reactants needed to synthesize the given product. (1) Given the product [Cl:22][C:23]1[CH:24]=[CH:25][C:26]([F:33])=[C:27]([CH2:29][C:30]([N:2]2[C:10]3[C:5](=[CH:6][C:7]([C:11]4[C:19]5[C:18]([NH2:20])=[N:17][CH:16]=[N:15][C:14]=5[N:13]([CH3:21])[CH:12]=4)=[CH:8][CH:9]=3)[CH2:4][CH2:3]2)=[O:31])[CH:28]=1, predict the reactants needed to synthesize it. The reactants are: Cl.[NH:2]1[C:10]2[C:5](=[CH:6][C:7]([C:11]3[C:19]4[C:18]([NH2:20])=[N:17][CH:16]=[N:15][C:14]=4[N:13]([CH3:21])[CH:12]=3)=[CH:8][CH:9]=2)[CH2:4][CH2:3]1.[Cl:22][C:23]1[CH:24]=[CH:25][C:26]([F:33])=[C:27]([CH2:29][C:30](O)=[O:31])[CH:28]=1.CN(C(ON1N=NC2C=CC=NC1=2)=[N+](C)C)C.F[P-](F)(F)(F)(F)F.CCN(C(C)C)C(C)C. (2) Given the product [ClH:1].[C:18]1([CH:17]=[CH:16][CH2:15][N:12]2[CH:5]=[C:4]([CH2:3][CH2:2][C:6]3[N:7]=[C:8]([NH2:11])[NH:9][CH:10]=3)[N:14]=[N:13]2)[CH:23]=[CH:22][CH:21]=[CH:20][CH:19]=1, predict the reactants needed to synthesize it. The reactants are: [ClH:1].[CH2:2]([C:6]1[N:7]=[C:8]([NH2:11])[NH:9][CH:10]=1)[CH2:3][C:4]#[CH:5].[N:12]([CH2:15][CH:16]=[CH:17][C:18]1[CH:23]=[CH:22][CH:21]=[CH:20][CH:19]=1)=[N+:13]=[N-:14].